From a dataset of Forward reaction prediction with 1.9M reactions from USPTO patents (1976-2016). Predict the product of the given reaction. (1) The product is: [Cl:1][C:2]1[N:7]=[C:6]([O:8][C:9]2[CH:14]=[CH:13][CH:12]=[CH:11][C:10]=2[NH:15][C:29]([CH:26]2[CH2:28][CH2:27]2)=[O:30])[C:5]([Cl:16])=[CH:4][N:3]=1. Given the reactants [Cl:1][C:2]1[N:7]=[C:6]([O:8][C:9]2[CH:14]=[CH:13][CH:12]=[CH:11][C:10]=2[NH2:15])[C:5]([Cl:16])=[CH:4][N:3]=1.C(N(C(C)C)CC)(C)C.[CH:26]1([C:29](Cl)=[O:30])[CH2:28][CH2:27]1, predict the reaction product. (2) Given the reactants [F:1][CH:2]([F:32])[C:3]1[N:7]([C:8]2[N:13]=[C:12]([N:14]3[CH2:19][CH2:18][O:17][CH2:16][CH2:15]3)[N:11]=[C:10]([O:20][C@H:21]3[CH2:26][CH2:25][C@H:24]([NH2:27])[CH2:23][CH2:22]3)[CH:9]=2)[C:6]2[CH:28]=[CH:29][CH:30]=[CH:31][C:5]=2[N:4]=1.[C:33]([O:37][C:38]([N:40]([CH3:49])[C@H:41]([C:46](O)=[O:47])[CH2:42][CH2:43][S:44][CH3:45])=[O:39])([CH3:36])([CH3:35])[CH3:34].N1(O)C2C=CC=CC=2N=N1.Cl.CN(C)CCCN=C=NCC, predict the reaction product. The product is: [F:32][CH:2]([F:1])[C:3]1[N:7]([C:8]2[N:13]=[C:12]([N:14]3[CH2:15][CH2:16][O:17][CH2:18][CH2:19]3)[N:11]=[C:10]([O:20][C@H:21]3[CH2:22][CH2:23][C@H:24]([NH:27][C:46](=[O:47])[C@@H:41]([N:40]([CH3:49])[C:38](=[O:39])[O:37][C:33]([CH3:34])([CH3:36])[CH3:35])[CH2:42][CH2:43][S:44][CH3:45])[CH2:25][CH2:26]3)[CH:9]=2)[C:6]2[CH:28]=[CH:29][CH:30]=[CH:31][C:5]=2[N:4]=1. (3) Given the reactants Cl[C:2]1[N:10]=[C:9]2[C:5]([N:6]=[CH:7][N:8]2[CH:11]([CH3:13])[CH3:12])=[C:4]([NH:14][CH2:15][C:16]2[CH:17]=[N:18][CH:19]=[CH:20][CH:21]=2)[N:3]=1.[NH2:22][C@H:23]([CH2:26][CH3:27])[CH2:24][OH:25], predict the reaction product. The product is: [CH:11]([N:8]1[CH:7]=[N:6][C:5]2[C:9]1=[N:10][C:2]([NH:22][C@H:23]([CH2:26][CH3:27])[CH2:24][OH:25])=[N:3][C:4]=2[NH:14][CH2:15][C:16]1[CH:17]=[N:18][CH:19]=[CH:20][CH:21]=1)([CH3:13])[CH3:12]. (4) Given the reactants [NH2:1][C:2]1[N:7]=[C:6](/[C:8](=[C:11]2\[NH:12][C:13]3[CH:21]=[CH:20][CH:19]=[CH:18][C:14]=3[N:15]\2[CH2:16][CH3:17])/[C:9]#[N:10])[C:5]([CH3:22])=[CH:4][N:3]=1.Cl.[CH3:24][N:25]1[CH2:30][CH2:29][CH:28]([C:31](O)=[O:32])[CH2:27][CH2:26]1, predict the reaction product. The product is: [C:9](/[C:8](=[C:11]1/[NH:12][C:13]2[CH:21]=[CH:20][CH:19]=[CH:18][C:14]=2[N:15]/1[CH2:16][CH3:17])/[C:6]1[C:5]([CH3:22])=[CH:4][N:3]=[C:2]([NH:1][C:31]([CH:28]2[CH2:29][CH2:30][N:25]([CH3:24])[CH2:26][CH2:27]2)=[O:32])[N:7]=1)#[N:10]. (5) Given the reactants [F:1][C:2]1[CH:3]=[C:4]([CH:16]=[C:17]([F:19])[CH:18]=1)[CH2:5][C:6]1[CH:7]=[C:8]([CH:13]=[CH:14][N:15]=1)[C:9]([O:11][CH3:12])=[O:10], predict the reaction product. The product is: [F:1][C:2]1[CH:3]=[C:4]([CH:16]=[C:17]([F:19])[CH:18]=1)[CH2:5][CH:6]1[CH2:7][CH:8]([C:9]([O:11][CH3:12])=[O:10])[CH2:13][CH2:14][NH:15]1.